Task: Predict the product of the given reaction.. Dataset: Forward reaction prediction with 1.9M reactions from USPTO patents (1976-2016) (1) The product is: [Cl:1][C:2]1[CH:3]=[CH:4][C:5]2[N:11]3[C:12]([C:15]([F:17])([F:16])[F:18])=[N:13][N:14]=[C:10]3[C@@H:9]([CH2:19][C:20]([NH:46][C:47]3[N:52]=[CH:51][C:50]([CH2:53][CH2:54][C:55]([O:57][C:58]([CH3:61])([CH3:60])[CH3:59])=[O:56])=[CH:49][CH:48]=3)=[O:21])[S:8][C@H:7]([C:23]3[CH:28]=[CH:27][CH:26]=[C:25]([O:29][CH3:30])[C:24]=3[O:31][CH3:32])[C:6]=2[CH:33]=1. Given the reactants [Cl:1][C:2]1[CH:3]=[CH:4][C:5]2[N:11]3[C:12]([C:15]([F:18])([F:17])[F:16])=[N:13][N:14]=[C:10]3[C@@H:9]([CH2:19][C:20](O)=[O:21])[S:8][C@H:7]([C:23]3[CH:28]=[CH:27][CH:26]=[C:25]([O:29][CH3:30])[C:24]=3[O:31][CH3:32])[C:6]=2[CH:33]=1.Cl.C(N=C=NCCCN(C)C)C.[NH2:46][C:47]1[N:52]=[CH:51][C:50]([CH2:53][CH2:54][C:55]([O:57][C:58]([CH3:61])([CH3:60])[CH3:59])=[O:56])=[CH:49][CH:48]=1.O.ON1C2C=CC=CC=2N=N1, predict the reaction product. (2) Given the reactants [C:1]([C:3]([C:11]1[S:12][C:13]([C:16]#[N:17])=[CH:14][CH:15]=1)([CH:8]([CH3:10])[CH3:9])[CH2:4][CH2:5][CH2:6]I)#[N:2].[F:18][C:19]([F:36])([F:35])[C:20]1[CH:21]=[CH:22][C:23]([O:26][CH2:27][CH2:28][N:29]2[CH2:34][CH2:33][NH:32][CH2:31][CH2:30]2)=[N:24][CH:25]=1, predict the reaction product. The product is: [C:1]([C:3]([C:11]1[S:12][C:13]([C:16]#[N:17])=[CH:14][CH:15]=1)([CH:8]([CH3:10])[CH3:9])[CH2:4][CH2:5][CH2:6][N:32]1[CH2:33][CH2:34][N:29]([CH2:28][CH2:27][O:26][C:23]2[CH:22]=[CH:21][C:20]([C:19]([F:36])([F:18])[F:35])=[CH:25][N:24]=2)[CH2:30][CH2:31]1)#[N:2]. (3) Given the reactants [Cl:1][C:2]1[CH:3]=[CH:4][C:5]2[N:14]3[C:10](=[N:11][N:12]=[C:13]3[C@H:15]3[CH2:20][CH2:19][C@H:18]([O:21][CH:22]([CH3:24])[CH3:23])[CH2:17][CH2:16]3)[CH2:9][N:8]([C:25](=[O:31])[CH2:26][O:27]C(=O)C)[CH2:7][C:6]=2[CH:32]=1.C[O-].[Na+], predict the reaction product. The product is: [Cl:1][C:2]1[CH:3]=[CH:4][C:5]2[N:14]3[C:10](=[N:11][N:12]=[C:13]3[C@H:15]3[CH2:20][CH2:19][C@H:18]([O:21][CH:22]([CH3:24])[CH3:23])[CH2:17][CH2:16]3)[CH2:9][N:8]([C:25](=[O:31])[CH2:26][OH:27])[CH2:7][C:6]=2[CH:32]=1. (4) The product is: [CH:1]1([N:4]2[CH2:9][C:8]3([CH2:14][CH2:13][N:12]([S:15]([C:18]4[CH:23]=[CH:22][C:21]([C:35]5[CH:44]=[C:43]6[C:38]([CH:39]=[C:40]([CH3:45])[CH:41]=[N:42]6)=[CH:37][CH:36]=5)=[CH:20][CH:19]=4)(=[O:17])=[O:16])[CH2:11][CH2:10]3)[O:7][CH2:6][C:5]2=[O:33])[CH2:3][CH2:2]1. Given the reactants [CH:1]1([N:4]2[CH2:9][C:8]3([CH2:14][CH2:13][N:12]([S:15]([C:18]4[CH:23]=[CH:22][C:21](B5OC(C)(C)C(C)(C)O5)=[CH:20][CH:19]=4)(=[O:17])=[O:16])[CH2:11][CH2:10]3)[O:7][CH2:6][C:5]2=[O:33])[CH2:3][CH2:2]1.Br[C:35]1[CH:44]=[C:43]2[C:38]([CH:39]=[C:40]([CH3:45])[CH:41]=[N:42]2)=[CH:37][CH:36]=1.C(=O)([O-])[O-].[K+].[K+], predict the reaction product. (5) Given the reactants [O:1]=[C:2]1[NH:8][C:7]2[CH:9]=[CH:10][CH:11]=[CH:12][C:6]=2[S:5][C@H:4]([C:13]2[CH:18]=[CH:17][CH:16]=[CH:15][CH:14]=2)[C@@H:3]1[NH:19][C:20](=[O:33])[C@H:21](C)[NH:22]C(=O)CC1C=CC=CC=1.[F:34][C:35]1[CH:36]=[C:37]([CH2:42][C:43]([OH:45])=O)[CH:38]=[C:39]([F:41])[CH:40]=1, predict the reaction product. The product is: [F:41][C:39]1[CH:38]=[C:37]([CH2:42][C:43]([NH:22][CH2:21][C:20]([NH:19][C@@H:3]2[C:2](=[O:1])[NH:8][C:7]3[CH:9]=[CH:10][CH:11]=[CH:12][C:6]=3[S:5][C@@H:4]2[C:13]2[CH:18]=[CH:17][CH:16]=[CH:15][CH:14]=2)=[O:33])=[O:45])[CH:36]=[C:35]([F:34])[CH:40]=1. (6) Given the reactants [F:1][C:2]1[C:3]([NH:16][C:17]2[CH:22]=[CH:21][C:20](I)=[CH:19][C:18]=2[F:24])=[C:4]([CH:12]=[CH:13][C:14]=1[F:15])[C:5]([NH:7][O:8][CH2:9][CH2:10][OH:11])=[O:6].C([O-])([O-])=O.[K+].[K+].O.[B].[CH2:33]([CH2:36]OC)OC, predict the reaction product. The product is: [CH:33]([C:20]1[CH:21]=[CH:22][C:17]([NH:16][C:3]2[C:2]([F:1])=[C:14]([F:15])[CH:13]=[CH:12][C:4]=2[C:5]([NH:7][O:8][CH2:9][CH2:10][OH:11])=[O:6])=[C:18]([F:24])[CH:19]=1)=[CH2:36]. (7) Given the reactants [P:1]([O-:5])([O-:4])([O-:3])=[O:2].[K+].[K+].[K+], predict the reaction product. The product is: [P:1]([O-:5])([O-:4])([O-:3])=[O:2].[P:1](=[O:2])([OH:5])([OH:4])[OH:3]. (8) Given the reactants [Cl:1][C:2]1[C:7](F)=[C:6]([C:9]2[C:10]([NH:16][CH:17]3[CH2:21][CH2:20][CH2:19][CH2:18]3)=[N:11][C:12]([NH2:15])=[N:13][CH:14]=2)[CH:5]=[CH:4][N:3]=1.[Li+].C[Si]([N-][Si](C)(C)C)(C)C.C1COCC1.C([O-])(O)=O.[Na+], predict the reaction product. The product is: [Cl:1][C:2]1[C:7]2[N:16]([CH:17]3[CH2:21][CH2:20][CH2:19][CH2:18]3)[C:10]3[N:11]=[C:12]([NH2:15])[N:13]=[CH:14][C:9]=3[C:6]=2[CH:5]=[CH:4][N:3]=1.